Dataset: Full USPTO retrosynthesis dataset with 1.9M reactions from patents (1976-2016). Task: Predict the reactants needed to synthesize the given product. (1) Given the product [CH2:38]([O:37][C:35](=[O:36])[C:34]([O:32][C:7]1[CH:8]=[CH:9][C:10]([O:11][CH2:12][CH2:13][C:14]2[N:15]=[C:16]([C:20]3[CH:21]=[CH:22][C:23]([C:26]4[CH:27]=[CH:28][CH:29]=[CH:30][CH:31]=4)=[CH:24][CH:25]=3)[O:17][C:18]=2[CH3:19])=[C:5]([CH2:1][CH2:2][CH2:3][CH3:4])[CH:6]=1)([CH3:41])[CH3:40])[CH3:39], predict the reactants needed to synthesize it. The reactants are: [CH2:1]([C:5]1[CH:6]=[C:7]([OH:32])[CH:8]=[CH:9][C:10]=1[O:11][CH2:12][CH2:13][C:14]1[N:15]=[C:16]([C:20]2[CH:25]=[CH:24][C:23]([C:26]3[CH:31]=[CH:30][CH:29]=[CH:28][CH:27]=3)=[CH:22][CH:21]=2)[O:17][C:18]=1[CH3:19])[CH2:2][CH2:3][CH3:4].Br[C:34]([CH3:41])([CH3:40])[C:35]([O:37][CH2:38][CH3:39])=[O:36].C(=O)([O-])[O-].[Cs+].[Cs+]. (2) Given the product [O:14]([CH2:21][CH2:22][NH:23][C:2]1[N:7]=[C:6](/[CH:8]=[CH:9]/[C:10]([O:12][CH3:13])=[O:11])[CH:5]=[N:4][CH:3]=1)[C:15]1[CH:20]=[CH:19][CH:18]=[CH:17][CH:16]=1, predict the reactants needed to synthesize it. The reactants are: Cl[C:2]1[N:7]=[C:6](/[CH:8]=[CH:9]/[C:10]([O:12][CH3:13])=[O:11])[CH:5]=[N:4][CH:3]=1.[O:14]([CH2:21][CH2:22][NH2:23])[C:15]1[CH:20]=[CH:19][CH:18]=[CH:17][CH:16]=1.C(=O)([O-])[O-].[Cs+].[Cs+].CCOC(C)=O. (3) Given the product [Br:1][C:2]1[CH:7]=[CH:6][C:5]([O:8][CH:9]2[CH2:14][CH2:13][CH2:12][CH2:11][CH2:10]2)=[CH:4][CH:3]=1, predict the reactants needed to synthesize it. The reactants are: [Br:1][C:2]1[CH:7]=[CH:6][C:5]([OH:8])=[CH:4][CH:3]=1.[C:9]1(P([C:9]2[CH:14]=[CH:13][CH:12]=[CH:11][CH:10]=2)[C:9]2[CH:14]=[CH:13][CH:12]=[CH:11][CH:10]=2)[CH:14]=[CH:13][CH:12]=[CH:11][CH:10]=1.C1(O)CCCCC1.CC(OC(/N=N/C(OC(C)C)=O)=O)C.